Dataset: Reaction yield outcomes from USPTO patents with 853,638 reactions. Task: Predict the reaction yield, written as a fraction of the theoretical maximum amount of product (1.0 means a 100% yield; for example, 0.34 means a 34% yield). The reactants are Cl[S:2]([N:5]=C=O)(=[O:4])=[O:3].C(O)=O.C(#N)C.[OH:14][CH2:15][CH2:16][CH2:17][CH2:18][C@H:19]([NH:34][C:35](=[O:44])[O:36][CH2:37][C:38]1[CH:43]=[CH:42][CH:41]=[CH:40][CH:39]=1)[C:20](=[O:33])[NH:21][C:22]1[S:23][CH:24]=[C:25]([C:27]2[CH:32]=[CH:31][CH:30]=[CH:29][CH:28]=2)[N:26]=1. The catalyst is CC(N(C)C)=O. The product is [S:2](=[O:3])(=[O:4])([O:14][CH2:15][CH2:16][CH2:17][CH2:18][C@H:19]([NH:34][C:35]([O:36][CH2:37][C:38]1[CH:39]=[CH:40][CH:41]=[CH:42][CH:43]=1)=[O:44])[C:20](=[O:33])[NH:21][C:22]1[S:23][CH:24]=[C:25]([C:27]2[CH:32]=[CH:31][CH:30]=[CH:29][CH:28]=2)[N:26]=1)[NH2:5]. The yield is 0.430.